The task is: Predict the reaction yield, written as a fraction of the theoretical maximum amount of product (1.0 means a 100% yield; for example, 0.34 means a 34% yield).. This data is from Reaction yield outcomes from USPTO patents with 853,638 reactions. The reactants are C[O:2][C:3](=[O:22])[CH:4]=[CH:5][C:6]1[C:11]([CH2:12][CH2:13][CH3:14])=[CH:10][C:9]([C:15]([F:18])([F:17])[F:16])=[CH:8][C:7]=1[CH2:19][CH2:20][CH3:21].[Li+].[OH-]. The catalyst is C1COCC1.CO. The product is [CH2:12]([C:11]1[CH:10]=[C:9]([C:15]([F:16])([F:18])[F:17])[CH:8]=[C:7]([CH2:19][CH2:20][CH3:21])[C:6]=1[CH:5]=[CH:4][C:3]([OH:22])=[O:2])[CH2:13][CH3:14]. The yield is 0.820.